This data is from Forward reaction prediction with 1.9M reactions from USPTO patents (1976-2016). The task is: Predict the product of the given reaction. (1) Given the reactants [I:1]I.[OH:3][C:4]1[CH:12]=[CH:11][C:7]([CH2:8][CH2:9][OH:10])=[CH:6][CH:5]=1, predict the reaction product. The product is: [OH:10][CH2:9][CH2:8][C:7]1[CH:11]=[CH:12][C:4]([OH:3])=[C:5]([I:1])[CH:6]=1. (2) Given the reactants [C:1]([S:5]([NH:7][C:8]1([CH:12]([CH3:16])[C:13]([OH:15])=[O:14])[CH2:11][O:10][CH2:9]1)=[O:6])([CH3:4])([CH3:3])[CH3:2].Br[CH2:18][C:19]([C:21]1[CH:26]=[CH:25][C:24]([O:27][C:28]([F:31])([F:30])[F:29])=[CH:23][CH:22]=1)=[O:20], predict the reaction product. The product is: [C:1]([S:5]([NH:7][C:8]1([CH:12]([CH3:16])[C:13]([O:15][CH2:18][C:19](=[O:20])[C:21]2[CH:26]=[CH:25][C:24]([O:27][C:28]([F:29])([F:30])[F:31])=[CH:23][CH:22]=2)=[O:14])[CH2:9][O:10][CH2:11]1)=[O:6])([CH3:4])([CH3:2])[CH3:3]. (3) Given the reactants [Br-].[K+].BrBr.[CH3:5][O:6][C:7]1[CH:15]=[CH:14][CH:13]=[C:12]2[C:8]=1[CH:9]=[CH:10][N:11]2[CH3:16].C(=O)(O)[O-:18].[Na+], predict the reaction product. The product is: [CH3:5][O:6][C:7]1[CH:15]=[CH:14][CH:13]=[C:12]2[C:8]=1[CH2:9][C:10](=[O:18])[N:11]2[CH3:16]. (4) Given the reactants [Na].[Cl:2][C:3]1[N:11]=[C:10]2[C:6]([NH:7][CH:8]=[N:9]2)=[C:5]([N:12]2[CH:16]=[CH:15][N:14]=[C:13]2[CH2:17][CH2:18][CH3:19])[N:4]=1.[C:20]1([CH3:46])[CH:25]=[CH:24][C:23]([C:26]([O:28][C@@H:29]2[C@@H:33]([CH2:34][O:35][C:36]([C:38]3[CH:43]=[CH:42][C:41]([CH3:44])=[CH:40][CH:39]=3)=[O:37])[O:32][C@H:31](Cl)[CH2:30]2)=[O:27])=[CH:22][CH:21]=1.CO.C(Cl)Cl, predict the reaction product. The product is: [Cl:2][C:3]1[N:11]=[C:10]2[C:6]([N:7]=[CH:8][N:9]2[C@@H:31]2[O:32][C@H:33]([CH2:34][O:35][C:36]([C:38]3[CH:39]=[CH:40][C:41]([CH3:44])=[CH:42][CH:43]=3)=[O:37])[C@@H:29]([O:28][C:26]([C:23]3[CH:22]=[CH:21][C:20]([CH3:46])=[CH:25][CH:24]=3)=[O:27])[CH2:30]2)=[C:5]([N:12]2[CH:16]=[CH:15][N:14]=[C:13]2[CH2:17][CH2:18][CH3:19])[N:4]=1. (5) The product is: [NH2:21][C@H:17]([CH:18]([CH3:20])[CH3:19])[C:16]([N:11]1[CH2:10][CH2:9][C:8]([C:5]2[CH:4]=[CH:3][C:2]([Cl:1])=[CH:7][CH:6]=2)([OH:32])[C:13]2([CH2:15][CH2:14]2)[CH2:12]1)=[O:31]. Given the reactants [Cl:1][C:2]1[CH:7]=[CH:6][C:5]([C:8]2([OH:32])[C:13]3([CH2:15][CH2:14]3)[CH2:12][N:11]([C:16](=[O:31])[C@H:17]([NH:21]C(=O)OCC[Si](C)(C)C)[CH:18]([CH3:20])[CH3:19])[CH2:10][CH2:9]2)=[CH:4][CH:3]=1.CCCC[N+](CCCC)(CCCC)CCCC.[F-], predict the reaction product. (6) Given the reactants C(=O)([O-])[O-].[K+].[K+].Cl.Cl[CH2:9][CH2:10][N:11]1[CH2:16][CH2:15][O:14][CH2:13][CH2:12]1.CN1CCCC1=O.[F:24][C:25]1[CH:34]=[CH:33][C:32]([O:35][CH2:36][CH2:37][CH3:38])=[C:31]2[C:26]=1[C:27](=[O:47])[C:28]([C:39]1[CH:44]=[CH:43][C:42]([O:45][CH3:46])=[CH:41][CH:40]=1)=[CH:29][NH:30]2, predict the reaction product. The product is: [F:24][C:25]1[CH:34]=[CH:33][C:32]([O:35][CH2:36][CH2:37][CH3:38])=[C:31]2[C:26]=1[C:27](=[O:47])[C:28]([C:39]1[CH:40]=[CH:41][C:42]([O:45][CH3:46])=[CH:43][CH:44]=1)=[CH:29][N:30]2[CH2:9][CH2:10][N:11]1[CH2:16][CH2:15][O:14][CH2:13][CH2:12]1. (7) Given the reactants FC(F)(F)C(O)=O.[NH2:8][C@H:9]([C:19]1[C:24]([C:25]2[CH:26]=[CH:27][C:28]([F:34])=[C:29]([CH:33]=2)[C:30]([NH2:32])=[O:31])=[CH:23][CH:22]=[CH:21][N:20]=1)[CH2:10][C:11]1[CH:16]=[C:15]([F:17])[CH:14]=[C:13]([F:18])[CH:12]=1.[C:35]1([C:40]2[N:44]([CH2:45][C:46](O)=[O:47])[N:43]=[C:42]([C:49]([F:52])([F:51])[F:50])[CH:41]=2)[CH2:39][CH2:38][CH2:37][CH:36]=1, predict the reaction product. The product is: [C:35]1([C:40]2[N:44]([CH2:45][C:46]([NH:8][C@H:9]([C:19]3[C:24]([C:25]4[CH:26]=[CH:27][C:28]([F:34])=[C:29]([CH:33]=4)[C:30]([NH2:32])=[O:31])=[CH:23][CH:22]=[CH:21][N:20]=3)[CH2:10][C:11]3[CH:12]=[C:13]([F:18])[CH:14]=[C:15]([F:17])[CH:16]=3)=[O:47])[N:43]=[C:42]([C:49]([F:51])([F:52])[F:50])[CH:41]=2)[CH2:39][CH2:38][CH2:37][CH:36]=1. (8) Given the reactants [OH-:1].[K+].[NH2:3]O.Cl.[F:6][C:7]1[CH:8]=[CH:9][C:10]([N:13]([C:25]2[N:29]([CH3:30])[C:28]3[CH:31]=[CH:32][CH:33]=[CH:34][C:27]=3[N:26]=2)[CH2:14][CH2:15][CH2:16][CH2:17][CH2:18][CH2:19][C:20](OCC)=[O:21])=[N:11][CH:12]=1, predict the reaction product. The product is: [NH2:3][OH:1].[F:6][C:7]1[CH:8]=[CH:9][C:10]([N:13]([C:25]2[N:29]([CH3:30])[C:28]3[CH:31]=[CH:32][CH:33]=[CH:34][C:27]=3[N:26]=2)[CH2:14][CH2:15][CH2:16][CH2:17][CH2:18][CH2:19][C:20]([NH:3][OH:1])=[O:21])=[N:11][CH:12]=1. (9) Given the reactants [F:1][C:2]1[CH:9]=[CH:8][CH:7]=[CH:6][C:3]=1[CH2:4]Br.[OH:10][C:11]1[CH:16]=[CH:15][C:14]([C@@H:17]2[CH2:19][C@H:18]2[NH:20][C:21](=[O:27])[O:22][C:23]([CH3:26])([CH3:25])[CH3:24])=[CH:13][CH:12]=1.C([O-])([O-])=O.[K+].[K+], predict the reaction product. The product is: [F:1][C:2]1[CH:9]=[CH:8][CH:7]=[CH:6][C:3]=1[CH2:4][O:10][C:11]1[CH:16]=[CH:15][C:14]([C@@H:17]2[CH2:19][C@H:18]2[NH:20][C:21](=[O:27])[O:22][C:23]([CH3:25])([CH3:24])[CH3:26])=[CH:13][CH:12]=1. (10) The product is: [CH:19]([O:21][C:22]([N:24]1[CH2:25][CH2:26][CH2:27][CH2:28][CH:29]1[CH2:30][C:31]([OH:7])=[O:32])=[O:23])([CH2:18][CH3:17])[CH3:20]. Given the reactants S(=O)(=O)(O)O.[Cr](O[Cr]([O-])(=O)=O)([O-])(=O)=[O:7].[Na+].[Na+].[CH3:17][CH2:18][CH:19]([O:21][C:22]([N:24]1[CH:29]([CH2:30][CH2:31][OH:32])[CH2:28][CH2:27][CH2:26][CH2:25]1)=[O:23])[CH3:20], predict the reaction product.